From a dataset of Forward reaction prediction with 1.9M reactions from USPTO patents (1976-2016). Predict the product of the given reaction. (1) Given the reactants [Cl:1][C:2]1[CH:7]=[CH:6][C:5]([S:8][C:9]2[C:10]([C:21]3[CH:26]=[CH:25][C:24]([C:27]#[N:28])=[CH:23][CH:22]=3)=[N:11][N:12]([C:14]3[CH:19]=[CH:18][C:17]([F:20])=[CH:16][CH:15]=3)[CH:13]=2)=[CH:4][CH:3]=1.[NH2:29][OH:30], predict the reaction product. The product is: [Cl:1][C:2]1[CH:3]=[CH:4][C:5]([S:8][C:9]2[C:10]([C:21]3[CH:26]=[CH:25][C:24]([C:27](=[N:29][OH:30])[NH2:28])=[CH:23][CH:22]=3)=[N:11][N:12]([C:14]3[CH:19]=[CH:18][C:17]([F:20])=[CH:16][CH:15]=3)[CH:13]=2)=[CH:6][CH:7]=1. (2) Given the reactants [Br:1][C:2]1[CH:3]=[C:4]([C:15]([O:17][CH3:18])=[O:16])[C:5]2[CH:6]=[CH:7][N:8]([CH:11]([CH2:13][CH3:14])[CH3:12])[C:9]=2[CH:10]=1.O=P(Cl)(Cl)Cl.CN([CH:27]=[O:28])C.C(=O)(O)[O-].[Na+], predict the reaction product. The product is: [Br:1][C:2]1[CH:3]=[C:4]([C:15]([O:17][CH3:18])=[O:16])[C:5]2[C:6]([CH:27]=[O:28])=[CH:7][N:8]([CH:11]([CH2:13][CH3:14])[CH3:12])[C:9]=2[CH:10]=1. (3) The product is: [O:1]1[C@H:5]2[O:6][CH2:7][CH2:8][C@H:4]2[C@@H:3]([O:9][C:10]([O:11][N:12]2[C:16](=[O:17])[CH2:15][CH2:14][C:13]2=[O:18])=[O:19])[CH2:2]1. Given the reactants [O:1]1[C@H:5]2[O:6][CH2:7][CH2:8][C@H:4]2[C@@H:3]([OH:9])[CH2:2]1.[C:10](=O)([O:19]N1C(=O)CCC1=O)[O:11][N:12]1[C:16](=[O:17])[CH2:15][CH2:14][C:13]1=[O:18], predict the reaction product. (4) Given the reactants [CH3:1][N:2]1[C:6]([CH2:7][C:8]#N)=[CH:5][C:4]([C:10]2[CH:15]=[CH:14][C:13]([C:16]([F:19])([F:18])[F:17])=[CH:12][CH:11]=2)=[N:3]1.[OH-:20].[Na+].[OH2:22].Cl, predict the reaction product. The product is: [CH3:1][N:2]1[C:6]([CH2:7][C:8]([OH:22])=[O:20])=[CH:5][C:4]([C:10]2[CH:15]=[CH:14][C:13]([C:16]([F:19])([F:18])[F:17])=[CH:12][CH:11]=2)=[N:3]1. (5) Given the reactants [Cl:1]N1C(=O)CCC1=O.[F:9][C:10]1[CH:23]=[CH:22][C:13]2[N:14]([CH2:18][C:19]([NH2:21])=[O:20])[C:15](=[O:17])[O:16][C:12]=2[C:11]=1[F:24], predict the reaction product. The product is: [Cl:1][C:22]1[C:13]2[N:14]([CH2:18][C:19]([NH2:21])=[O:20])[C:15](=[O:17])[O:16][C:12]=2[C:11]([F:24])=[C:10]([F:9])[CH:23]=1. (6) Given the reactants F[C:2]1[C:14](F)=[CH:13][CH:12]=[CH:11][C:3]=1[C:4]([NH:6]CC(O)=O)=[O:5].CN(C(ON1N=NC2C=CC=CC1=2)=[N+](C)C)C.[B-](F)(F)(F)F.CC(C)C[C@@H](B1O[C@@H]2C[C@@H]3C[C@H]([C@]2(C)O1)C3(C)C)N.FC(F)(F)C([O-])=O.CCN(C(C)C)C(C)C, predict the reaction product. The product is: [C:4]([NH2:6])(=[O:5])[C:3]1[CH:11]=[CH:12][CH:13]=[CH:14][CH:2]=1. (7) Given the reactants [CH2:1]([O:3][C:4](=[O:32])[CH2:5][CH2:6][NH:7][C:8]([NH:10][C:11]([C:19]1[CH:24]=[CH:23][C:22]([CH2:25][CH2:26][C:27]([CH3:30])([CH3:29])[CH3:28])=[C:21]([Cl:31])[CH:20]=1)([CH3:18])[CH:12]([CH:15]([CH3:17])[CH3:16])[CH:13]=C)=[O:9])[CH3:2].CSC, predict the reaction product. The product is: [CH2:1]([O:3][C:4](=[O:32])[CH2:5][CH2:6][N:7]1[CH:13]=[C:12]([CH:15]([CH3:17])[CH3:16])[C:11]([C:19]2[CH:24]=[CH:23][C:22]([CH2:25][CH2:26][C:27]([CH3:29])([CH3:30])[CH3:28])=[C:21]([Cl:31])[CH:20]=2)([CH3:18])[NH:10][C:8]1=[O:9])[CH3:2]. (8) Given the reactants [F:1][C:2]1[CH:7]=[C:6]([C:8]2[CH:9]=[C:10]3[C:16]([C:17]4[C:18]([CH3:31])=[N:19][N:20]([CH2:23][C:24]5[CH:29]=[CH:28][CH:27]=[C:26]([F:30])[CH:25]=5)[C:21]=4[CH3:22])=[CH:15][N:14]([S:32]([C:35]4[CH:41]=[CH:40][C:38]([CH3:39])=[CH:37][CH:36]=4)(=[O:34])=[O:33])[C:11]3=[N:12][CH:13]=2)[CH:5]=[CH:4][C:3]=1[C:42]1[CH2:47][CH2:46][N:45]([C:48]([O:50][C:51]([CH3:54])([CH3:53])[CH3:52])=[O:49])[CH2:44][CH:43]=1, predict the reaction product. The product is: [F:1][C:2]1[CH:7]=[C:6]([C:8]2[CH:9]=[C:10]3[C:16]([C:17]4[C:18]([CH3:31])=[N:19][N:20]([CH2:23][C:24]5[CH:29]=[CH:28][CH:27]=[C:26]([F:30])[CH:25]=5)[C:21]=4[CH3:22])=[CH:15][N:14]([S:32]([C:35]4[CH:41]=[CH:40][C:38]([CH3:39])=[CH:37][CH:36]=4)(=[O:33])=[O:34])[C:11]3=[N:12][CH:13]=2)[CH:5]=[CH:4][C:3]=1[CH:42]1[CH2:47][CH2:46][N:45]([C:48]([O:50][C:51]([CH3:54])([CH3:53])[CH3:52])=[O:49])[CH2:44][CH2:43]1.